From a dataset of Reaction yield outcomes from USPTO patents with 853,638 reactions. Predict the reaction yield, written as a fraction of the theoretical maximum amount of product (1.0 means a 100% yield; for example, 0.34 means a 34% yield). The reactants are [NH:1]1[CH2:5][CH2:4][N:3]=[C:2]1[C:6]1[C:14]2[C:9](=[N:10][CH:11]=[CH:12][CH:13]=2)[N:8]([CH:15]2[CH2:19][CH2:18][N:17]([C:20]3[CH:21]=[N:22][N:23]([C:28]4[CH:33]=[CH:32][C:31]([F:34])=[CH:30][CH:29]=4)[C:24]=3[CH:25]([CH3:27])[CH3:26])[C:16]2=[O:35])[N:7]=1.CC(OI1(OC(C)=O)(OC(C)=O)OC(=O)C2C=CC=CC1=2)=O. The catalyst is CS(C)=O. The product is [F:34][C:31]1[CH:32]=[CH:33][C:28]([N:23]2[C:24]([CH:25]([CH3:27])[CH3:26])=[C:20]([N:17]3[CH2:18][CH2:19][CH:15]([N:8]4[C:9]5=[N:10][CH:11]=[CH:12][CH:13]=[C:14]5[C:6]([C:2]5[NH:3][CH:4]=[CH:5][N:1]=5)=[N:7]4)[C:16]3=[O:35])[CH:21]=[N:22]2)=[CH:29][CH:30]=1. The yield is 0.820.